Dataset: Reaction yield outcomes from USPTO patents with 853,638 reactions. Task: Predict the reaction yield, written as a fraction of the theoretical maximum amount of product (1.0 means a 100% yield; for example, 0.34 means a 34% yield). The reactants are C([O:3][C:4]([C:6]1[C:15](=[O:16])[C:14]2[C:9](=[CH:10][C:11]([I:18])=[C:12]([CH3:17])[CH:13]=2)[NH:8][CH:7]=1)=[O:5])C.Cl. The catalyst is [OH-].[Na+]. The product is [I:18][C:11]1[CH:10]=[C:9]2[C:14]([C:15](=[O:16])[C:6]([C:4]([OH:5])=[O:3])=[CH:7][NH:8]2)=[CH:13][C:12]=1[CH3:17]. The yield is 0.990.